From a dataset of Experimental lipophilicity measurements (octanol/water distribution) for 4,200 compounds from AstraZeneca. Regression/Classification. Given a drug SMILES string, predict its absorption, distribution, metabolism, or excretion properties. Task type varies by dataset: regression for continuous measurements (e.g., permeability, clearance, half-life) or binary classification for categorical outcomes (e.g., BBB penetration, CYP inhibition). For this dataset (lipophilicity_astrazeneca), we predict Y. (1) The compound is N#Cc1c(-c2ccc(-c3ccccc3OC(F)(F)F)cc2)nc2ccncc2c1O. The Y is 3.45 logD. (2) The compound is CN1CCN(c2ccc3ncc(C(N)=O)c(Nc4ccc(Cl)cc4Cl)c3c2)CC1. The Y is 3.23 logD. (3) The drug is CC1=C2C[C@H]3[C@@H](CC=C4C[C@@H](O)CC[C@@]43C)[C@@H]2CC[C@]12O[C@@H]1C[C@H](C)CN[C@H]1[C@H]2C. The Y is 2.63 logD. (4) The molecule is O=S(=O)(C1CCNCC1)C1(c2cc(N3CCOCC3)nc(-c3cccc4[nH]ccc34)n2)CC1. The Y is 1.10 logD. (5) The compound is CCN(CC)CCNC(=O)c1c(C)[nH]c(/C=C2\C(=O)Nc3ccc(Cl)cc32)c1C. The Y is 2.75 logD. (6) The drug is CN(CCO)C(=O)c1ccc([C@H](c2cccc(NC(=O)C3CC3)c2)N2CCN(Cc3ccc(F)cc3)CC2)cc1. The Y is 3.38 logD.